This data is from Peptide-MHC class II binding affinity with 134,281 pairs from IEDB. The task is: Regression. Given a peptide amino acid sequence and an MHC pseudo amino acid sequence, predict their binding affinity value. This is MHC class II binding data. The peptide sequence is KDKWIELKESWGAIWRIDTP. The MHC is HLA-DPA10201-DPB11401 with pseudo-sequence HLA-DPA10201-DPB11401. The binding affinity (normalized) is 0.354.